Dataset: Reaction yield outcomes from USPTO patents with 853,638 reactions. Task: Predict the reaction yield, written as a fraction of the theoretical maximum amount of product (1.0 means a 100% yield; for example, 0.34 means a 34% yield). (1) The reactants are [N+:1]([C:4]1[CH:9]=[CH:8][CH:7]=[CH:6][C:5]=1[CH2:10][C:11]#[N:12])([O-])=O.B.C1COCC1.Cl.O.O.Cl[Sn]Cl.C([O-])(O)=O.[Na+]. The catalyst is C(O)C. The product is [NH2:12][CH2:11][CH2:10][C:5]1[CH:6]=[CH:7][CH:8]=[CH:9][C:4]=1[NH2:1]. The yield is 0.520. (2) The reactants are C(OC1C=C(F)C=C2C=1C(CC(N1CC3C(=CC=CC=3)C1)=O)=[CH:12][N:13]2CC)C1C=CC=CC=1.[CH2:33]([O:40][C:41]1[C:49]([F:50])=[CH:48][C:47]([Br:51])=[C:46]2[C:42]=1[C:43]([CH2:53][C:54]([OH:56])=O)=[CH:44][N:45]2[CH3:52])[C:34]1[CH:39]=[CH:38][CH:37]=[CH:36][CH:35]=1. The yield is 0.960. The product is [CH2:33]([O:40][C:41]1[C:49]([F:50])=[CH:48][C:47]([Br:51])=[C:46]2[C:42]=1[C:43]([CH2:53][C:54]([NH:13][CH3:12])=[O:56])=[CH:44][N:45]2[CH3:52])[C:34]1[CH:39]=[CH:38][CH:37]=[CH:36][CH:35]=1. No catalyst specified.